Dataset: Full USPTO retrosynthesis dataset with 1.9M reactions from patents (1976-2016). Task: Predict the reactants needed to synthesize the given product. (1) Given the product [CH3:1][C:2]12[NH:11][C:12](=[O:13])[CH:6]1[CH2:5][CH2:4][CH2:3]2, predict the reactants needed to synthesize it. The reactants are: [CH3:1][C:2]1[CH2:6][CH2:5][CH2:4][CH:3]=1.ClS([N:11]=[C:12]=[O:13])(=O)=O.S([O-])([O-])=O.[Na+].[Na+].[OH-].[K+]. (2) Given the product [Cl:33][C:31]1[CH:30]=[CH:29][C:28]([O:34][CH2:35][CH:36]([CH3:38])[CH3:37])=[C:27]([CH2:26][N:22]2[C:23]([CH3:25])=[CH:24][C:20]([NH:19][C:17](=[O:18])[C:12]3[CH:13]=[CH:14][CH:15]=[CH:16][C:11]=3[CH2:10][OH:9])=[N:21]2)[CH:32]=1, predict the reactants needed to synthesize it. The reactants are: C([O:9][CH2:10][C:11]1[CH:16]=[CH:15][CH:14]=[CH:13][C:12]=1[C:17]([NH:19][C:20]1[CH:24]=[C:23]([CH3:25])[N:22]([CH2:26][C:27]2[CH:32]=[C:31]([Cl:33])[CH:30]=[CH:29][C:28]=2[O:34][CH2:35][CH:36]([CH3:38])[CH3:37])[N:21]=1)=[O:18])(=O)C1C=CC=CC=1.[O-]CC.[Na+]. (3) Given the product [Cl:21][C:22]1[CH:23]=[C:24]([CH:27]=[C:28]([O:30][C:31]2[C:36](=[O:37])[N:35]([CH2:15][C:14]3[C:9]([O:8][CH2:7][C:6]4[CH:19]=[CH:20][C:3]([O:2][CH3:1])=[CH:4][CH:5]=4)=[N:10][C:11]([S:17][CH3:18])=[N:12][CH:13]=3)[CH:34]=[N:33][C:32]=2[C:38]([F:39])([F:40])[F:41])[CH:29]=1)[C:25]#[N:26], predict the reactants needed to synthesize it. The reactants are: [CH3:1][O:2][C:3]1[CH:20]=[CH:19][C:6]([CH2:7][O:8][C:9]2[C:14]([CH2:15]O)=[CH:13][N:12]=[C:11]([S:17][CH3:18])[N:10]=2)=[CH:5][CH:4]=1.[Cl:21][C:22]1[CH:23]=[C:24]([CH:27]=[C:28]([O:30][C:31]2[C:36](=[O:37])[NH:35][CH:34]=[N:33][C:32]=2[C:38]([F:41])([F:40])[F:39])[CH:29]=1)[C:25]#[N:26].C1(P(C2C=CC=CC=2)C2C=CC=CC=2)C=CC=CC=1.CCOC(/N=N/C(OCC)=O)=O. (4) Given the product [CH3:21][C:2]1([CH3:1])[CH:11]=[C:10]([CH3:12])[C:9]2[C:4](=[CH:5][CH:6]=[C:7]([C:26]3[CH:27]=[CH:28][S:24][CH:25]=3)[CH:8]=2)[NH:3]1, predict the reactants needed to synthesize it. The reactants are: [CH3:1][C:2]1([CH3:21])[CH:11]=[C:10]([CH3:12])[C:9]2[C:4](=[CH:5][CH:6]=[C:7](OS(C(F)(F)F)(=O)=O)[CH:8]=2)[NH:3]1.[F-].[K+].[S:24]1[CH:28]=[CH:27][C:26](B(O)O)=[CH:25]1. (5) Given the product [NH2:70][CH2:71][CH:72]1[CH2:77][CH2:76][N:75]([C:10]([C:13]2[CH:14]=[C:15]([C:19]3[CH:24]=[C:23]([N:25]4[CH2:30][CH2:29][O:28][CH2:27][CH2:26]4)[N:22]=[C:21]([C:31]4[CH:36]=[CH:35][CH:34]=[C:33]([CH2:37][OH:38])[CH:32]=4)[N:20]=3)[CH:16]=[CH:17][CH:18]=2)=[O:12])[CH2:74][CH2:73]1, predict the reactants needed to synthesize it. The reactants are: C(N(C(C)C)CC)(C)C.[C:10]([C:13]1[CH:14]=[C:15]([C:19]2[CH:24]=[C:23]([N:25]3[CH2:30][CH2:29][O:28][CH2:27][CH2:26]3)[N:22]=[C:21]([C:31]3[CH:36]=[CH:35][CH:34]=[C:33]([CH2:37][OH:38])[CH:32]=3)[N:20]=2)[CH:16]=[CH:17][CH:18]=1)([OH:12])=O.F[P-](F)(F)(F)(F)F.N1(OC(N(C)C)=[N+](C)C)C2C=CC=CC=2N=N1.C(OC([NH:70][CH2:71][CH:72]1[CH2:77][CH2:76][NH:75][CH2:74][CH2:73]1)=O)(C)(C)C.